Task: Predict the product of the given reaction.. Dataset: Forward reaction prediction with 1.9M reactions from USPTO patents (1976-2016) (1) The product is: [Cl:1][C:2]1[N:7]=[C:6]([NH:10][CH:11]2[CH2:19][CH2:18][CH:17]3[CH:13]([CH2:14][N:15]([C:20]([O:22][C:23]([CH3:26])([CH3:25])[CH3:24])=[O:21])[CH2:16]3)[CH2:12]2)[C:5]([Cl:9])=[CH:4][N:3]=1. Given the reactants [Cl:1][C:2]1[N:7]=[C:6](Cl)[C:5]([Cl:9])=[CH:4][N:3]=1.[NH2:10][CH:11]1[CH2:19][CH2:18][CH:17]2[CH:13]([CH2:14][N:15]([C:20]([O:22][C:23]([CH3:26])([CH3:25])[CH3:24])=[O:21])[CH2:16]2)[CH2:12]1.CCN(CC)CC, predict the reaction product. (2) Given the reactants Cl.[NH2:2][C:3]1[C:4]([C:28]([NH2:30])=[O:29])=[CH:5][C:6]2[C:14]3[C:9](=[CH:10][CH:11]=[CH:12][CH:13]=3)[N:8]([CH2:15][C@@H:16]([NH2:26])[CH2:17][O:18]CC3C=CC=CC=3)[C:7]=2[N:27]=1.I[Si](C)(C)C.Cl, predict the reaction product. The product is: [NH2:2][C:3]1[C:4]([C:28]([NH2:30])=[O:29])=[CH:5][C:6]2[C:14]3[C:9](=[CH:10][CH:11]=[CH:12][CH:13]=3)[N:8]([CH2:15][C@@H:16]([NH2:26])[CH2:17][OH:18])[C:7]=2[N:27]=1. (3) Given the reactants C([Li])CCC.Br[C:7]1[CH:8]=[CH:9][C:10]2[O:16][CH2:15][CH2:14][N:13]([C:17]([O:19][C:20]([CH3:23])([CH3:22])[CH3:21])=[O:18])[CH2:12][C:11]=2[CH:24]=1.CON(C)[C:28](=[O:30])[CH3:29].O, predict the reaction product. The product is: [C:28]([C:7]1[CH:8]=[CH:9][C:10]2[O:16][CH2:15][CH2:14][N:13]([C:17]([O:19][C:20]([CH3:23])([CH3:22])[CH3:21])=[O:18])[CH2:12][C:11]=2[CH:24]=1)(=[O:30])[CH3:29]. (4) The product is: [NH:1]1[C:9]2[C:4](=[CH:5][CH:6]=[CH:7][CH:8]=2)[CH2:3][CH2:2]1. Given the reactants [NH:1]1[C:9]2[C:4](=[CH:5][CH:6]=[CH:7][CH:8]=2)[CH:3]=[C:2]1C([O-])=O.C([BH3-])#N.[Na+], predict the reaction product. (5) Given the reactants [F:1][C:2]1[CH:7]=[C:6]([F:8])[CH:5]=[CH:4][C:3]=1[C@@H:9]1[CH2:13][NH:12][CH2:11][C@H:10]1[C:14]([O:16][CH3:17])=[O:15].C=O.[C:20](O)(=O)C.C(O[BH-](OC(=O)C)OC(=O)C)(=O)C.[Na+], predict the reaction product. The product is: [F:1][C:2]1[CH:7]=[C:6]([F:8])[CH:5]=[CH:4][C:3]=1[C@@H:9]1[CH2:13][N:12]([CH3:20])[CH2:11][C@H:10]1[C:14]([O:16][CH3:17])=[O:15]. (6) Given the reactants [C:1]([O:5][C:6](=[O:16])[NH:7][C:8]1[CH:9]=[N:10][C:11]([CH2:14]O)=[CH:12][CH:13]=1)([CH3:4])([CH3:3])[CH3:2].[N-:17]=[N+:18]=[N-:19].[Na+].C(Br)(Br)(Br)Br.C1(P(C2C=CC=CC=2)C2C=CC=CC=2)C=CC=CC=1.C([O-])(O)=O.[Na+], predict the reaction product. The product is: [C:1]([O:5][C:6](=[O:16])[NH:7][C:8]1[CH:9]=[N:10][C:11]([CH2:14][N:17]=[N+:18]=[N-:19])=[CH:12][CH:13]=1)([CH3:4])([CH3:3])[CH3:2].